From a dataset of Full USPTO retrosynthesis dataset with 1.9M reactions from patents (1976-2016). Predict the reactants needed to synthesize the given product. (1) Given the product [CH:7]1([N:6]([CH2:5][C:4]2[CH:10]=[CH:11][CH:12]=[CH:13][C:3]=2[Si:2]([CH3:15])([CH3:14])[CH3:1])[C:33]([C:25]2[C:26]([CH:30]([F:32])[F:31])=[N:27][N:28]([CH3:29])[C:24]=2[F:23])=[O:34])[CH2:8][CH2:9]1, predict the reactants needed to synthesize it. The reactants are: [CH3:1][Si:2]([CH3:15])([CH3:14])[C:3]1[CH:13]=[CH:12][CH:11]=[CH:10][C:4]=1[CH2:5][NH:6][CH:7]1[CH2:9][CH2:8]1.C(N(CC)CC)C.[F:23][C:24]1[N:28]([CH3:29])[N:27]=[C:26]([CH:30]([F:32])[F:31])[C:25]=1[C:33](Cl)=[O:34]. (2) Given the product [O:1]1[C:6]2[CH:7]=[CH:8][CH:9]=[CH:10][C:5]=2[O:4][CH2:3][CH:2]1[CH2:11][CH2:12][NH:13][S:14]([NH2:17])(=[O:16])=[O:15], predict the reactants needed to synthesize it. The reactants are: [O:1]1[C:6]2[CH:7]=[CH:8][CH:9]=[CH:10][C:5]=2[O:4][CH2:3][CH:2]1[CH2:11][CH2:12][NH2:13].[S:14](N)([NH2:17])(=[O:16])=[O:15]. (3) Given the product [NH2:7][C:6]1[CH:5]=[C:4]([C:3]([CH3:10])([CH3:9])[CH2:2][OH:1])[O:8][N:16]=1, predict the reactants needed to synthesize it. The reactants are: [OH:1][CH2:2][C:3]([CH3:10])([CH3:9])[C:4](=[O:8])[CH2:5][C:6]#[N:7].FC(C)(C)C(=O)CC#[N:16]. (4) Given the product [Cl:9][C:4]1[CH:3]=[C:2]([B:10]2[O:14][C:13]([CH3:16])([CH3:15])[C:12]([CH3:18])([CH3:17])[O:11]2)[CH:7]=[CH:6][C:5]=1[OH:8], predict the reactants needed to synthesize it. The reactants are: Br[C:2]1[CH:7]=[CH:6][C:5]([OH:8])=[C:4]([Cl:9])[CH:3]=1.[B:10]1([B:10]2[O:14][C:13]([CH3:16])([CH3:15])[C:12]([CH3:18])([CH3:17])[O:11]2)[O:14][C:13]([CH3:16])([CH3:15])[C:12]([CH3:18])([CH3:17])[O:11]1.C([O-])(=O)C.[K+].N#N.